Predict which catalyst facilitates the given reaction. From a dataset of Catalyst prediction with 721,799 reactions and 888 catalyst types from USPTO. (1) Reactant: [CH3:1][C:2]1[C:3]([NH2:9])=[N:4][C:5]([CH3:8])=[CH:6][N:7]=1.[C:10]1([CH3:23])[CH:15]=[C:14]([CH3:16])[CH:13]=[C:12]([CH3:17])[C:11]=1[S:18]([O:21][NH2:22])(=[O:20])=[O:19]. The catalyst class is: 2. Product: [CH3:17][C:12]1[CH:13]=[C:14]([CH3:16])[CH:15]=[C:10]([CH3:23])[C:11]=1[S:18]([O-:21])(=[O:20])=[O:19].[NH2:22][N:4]1[C:5]([CH3:8])=[CH:6][N:7]=[C:2]([CH3:1])[C:3]1=[NH2+:9]. (2) Reactant: [NH:1]1[CH2:6][CH:5]=[C:4]([C:7]2[C:15]3[C:10](=[CH:11][CH:12]=[CH:13][CH:14]=3)[NH:9][CH:8]=2)[CH2:3][CH2:2]1.Cl[CH2:17][CH2:18][C:19]1[C:24](=[O:25])[N:23]2[CH:26]=[CH:27][CH:28]=[C:29]([CH3:30])[C:22]2=[N:21][C:20]=1[CH3:31].C(=O)([O-])[O-].[K+].[K+]. Product: [NH:9]1[C:10]2[C:15](=[CH:14][CH:13]=[CH:12][CH:11]=2)[C:7]([C:4]2[CH2:3][CH2:2][N:1]([CH2:17][CH2:18][C:19]3[C:24](=[O:25])[N:23]4[CH:26]=[CH:27][CH:28]=[C:29]([CH3:30])[C:22]4=[N:21][C:20]=3[CH3:31])[CH2:6][CH:5]=2)=[CH:8]1. The catalyst class is: 47. (3) Reactant: [Br:1][C:2]1[N:3]=[CH:4][N:5]([C:7]([C:20]2[CH:25]=[CH:24][CH:23]=[CH:22][CH:21]=2)([C:14]2[CH:19]=[CH:18][CH:17]=[CH:16][CH:15]=2)[C:8]2[CH:13]=[CH:12][CH:11]=[CH:10][CH:9]=2)[CH:6]=1.[Li]CCCC.CN([CH:34]=[O:35])C. Product: [Br:1][C:2]1[N:3]=[C:4]([CH:34]=[O:35])[N:5]([C:7]([C:14]2[CH:15]=[CH:16][CH:17]=[CH:18][CH:19]=2)([C:8]2[CH:9]=[CH:10][CH:11]=[CH:12][CH:13]=2)[C:20]2[CH:25]=[CH:24][CH:23]=[CH:22][CH:21]=2)[CH:6]=1. The catalyst class is: 1. (4) Reactant: [OH:1][C:2]1[CH:3]=[C:4]2[C:8](=[CH:9][CH:10]=1)[NH:7][CH:6]=[CH:5]2.C([O-])([O-])=O.[K+].[K+].I[CH2:18][CH3:19].ClCCl.CO. Product: [CH2:18]([O:1][C:2]1[CH:3]=[C:4]2[C:8](=[CH:9][CH:10]=1)[NH:7][CH:6]=[CH:5]2)[CH3:19]. The catalyst class is: 21. (5) Reactant: [CH2:1]([O:3][C:4]([C:6]1[S:10][C:9](N)=[N:8][C:7]=1[C:12]1[N:13]([CH2:17][CH2:18][O:19][CH3:20])[N:14]=[CH:15][N:16]=1)=[O:5])[CH3:2].[ClH:21].N([O-])=O.[Na+].NC(N)=O.C(=O)(O)[O-].[Na+]. Product: [CH2:1]([O:3][C:4]([C:6]1[S:10][C:9]([Cl:21])=[N:8][C:7]=1[C:12]1[N:13]([CH2:17][CH2:18][O:19][CH3:20])[N:14]=[CH:15][N:16]=1)=[O:5])[CH3:2]. The catalyst class is: 211. (6) Reactant: [CH3:1][CH:2]1[NH:6][CH2:5][C:4]2([CH2:11][CH2:10][N:9]([CH3:12])[CH2:8][CH2:7]2)[O:3]1.C(N(CC)CC)C.[F:20][C:21]1[CH:26]=[CH:25][C:24]([S:27](Cl)(=[O:29])=[O:28])=[CH:23][CH:22]=1. Product: [F:20][C:21]1[CH:26]=[CH:25][C:24]([S:27]([N:6]2[CH2:5][C:4]3([CH2:11][CH2:10][N:9]([CH3:12])[CH2:8][CH2:7]3)[O:3][CH:2]2[CH3:1])(=[O:29])=[O:28])=[CH:23][CH:22]=1. The catalyst class is: 4.